From a dataset of Catalyst prediction with 721,799 reactions and 888 catalyst types from USPTO. Predict which catalyst facilitates the given reaction. (1) Reactant: Cl[C:2]1[N:10]=[C:9]2[C:5]([N:6]=[C:7]([CH2:12][N:13]3[CH2:18][CH2:17][CH:16]([CH:19]4[CH2:22][O:21][CH2:20]4)[CH2:15][CH2:14]3)[N:8]2[CH3:11])=[C:4]([N:23]2[CH2:28][CH2:27][O:26][CH2:25][CH2:24]2)[N:3]=1.[CH:29]1([C:32]2[NH:36][C:35]3[CH:37]=[CH:38][CH:39]=[CH:40][C:34]=3[N:33]=2)[CH2:31][CH2:30]1.CC(C1C=C(C(C)C)C(C2C=CC=CC=2P(C2CCCCC2)C2CCCCC2)=C(C(C)C)C=1)C.C(=O)([O-])[O-].[Cs+].[Cs+]. Product: [CH:29]1([C:32]2[N:33]([C:2]3[N:10]=[C:9]4[C:5]([N:6]=[C:7]([CH2:12][N:13]5[CH2:18][CH2:17][CH:16]([CH:19]6[CH2:22][O:21][CH2:20]6)[CH2:15][CH2:14]5)[N:8]4[CH3:11])=[C:4]([N:23]4[CH2:28][CH2:27][O:26][CH2:25][CH2:24]4)[N:3]=3)[C:34]3[CH:40]=[CH:39][CH:38]=[CH:37][C:35]=3[N:36]=2)[CH2:31][CH2:30]1. The catalyst class is: 533. (2) Product: [NH2:18][C:17]1[NH:19][C:4](=[O:5])[C:3]2[C:2](=[CH:11][C:10]([C:12]([O:14][CH3:15])=[O:13])=[CH:9][CH:8]=2)[N:1]=1. Reactant: [NH2:1][C:2]1[CH:11]=[C:10]([C:12]([O:14][CH3:15])=[O:13])[CH:9]=[CH:8][C:3]=1[C:4](OC)=[O:5].Cl.[C:17](Cl)(=[NH:19])[NH2:18].CS(C)(=O)=O. The catalyst class is: 6. (3) Reactant: [Cl:1][C:2]1[C:32]([CH3:33])=[CH:31][C:5]([O:6][CH2:7][CH2:8][CH2:9][C:10]2[C:18]3[C:13](=[C:14]([C:19]4[N:23]([CH3:24])[N:22]=[CH:21][CH:20]=4)[CH:15]=[CH:16][CH:17]=3)[N:12]([CH2:25][CH2:26][C:27]([OH:29])=O)[C:11]=2[CH3:30])=[CH:4][C:3]=1[CH3:34].[CH3:35][S:36]([NH2:39])(=[O:38])=[O:37].CCN=C=NCCCN(C)C. Product: [Cl:1][C:2]1[C:3]([CH3:34])=[CH:4][C:5]([O:6][CH2:7][CH2:8][CH2:9][C:10]2[C:18]3[C:13](=[C:14]([C:19]4[N:23]([CH3:24])[N:22]=[CH:21][CH:20]=4)[CH:15]=[CH:16][CH:17]=3)[N:12]([CH2:25][CH2:26][C:27]([NH:39][S:36]([CH3:35])(=[O:38])=[O:37])=[O:29])[C:11]=2[CH3:30])=[CH:31][C:32]=1[CH3:33]. The catalyst class is: 154.